From a dataset of NCI-60 drug combinations with 297,098 pairs across 59 cell lines. Regression. Given two drug SMILES strings and cell line genomic features, predict the synergy score measuring deviation from expected non-interaction effect. (1) Drug 1: COC1=C2C(=CC3=C1OC=C3)C=CC(=O)O2. Drug 2: N.N.Cl[Pt+2]Cl. Cell line: UACC-257. Synergy scores: CSS=18.4, Synergy_ZIP=-1.96, Synergy_Bliss=2.97, Synergy_Loewe=-4.05, Synergy_HSA=1.98. (2) Drug 1: C1=CN(C=N1)CC(O)(P(=O)(O)O)P(=O)(O)O. Drug 2: CC1C(C(CC(O1)OC2CC(CC3=C2C(=C4C(=C3O)C(=O)C5=CC=CC=C5C4=O)O)(C(=O)C)O)N)O. Cell line: DU-145. Synergy scores: CSS=36.5, Synergy_ZIP=1.35, Synergy_Bliss=-0.0548, Synergy_Loewe=-47.3, Synergy_HSA=-1.55. (3) Drug 1: C(CC(=O)O)C(=O)CN.Cl. Drug 2: CC1C(C(CC(O1)OC2CC(CC3=C2C(=C4C(=C3O)C(=O)C5=C(C4=O)C(=CC=C5)OC)O)(C(=O)CO)O)N)O.Cl. Cell line: SK-MEL-2. Synergy scores: CSS=46.8, Synergy_ZIP=-3.57, Synergy_Bliss=-6.30, Synergy_Loewe=-31.9, Synergy_HSA=-5.88. (4) Cell line: DU-145. Synergy scores: CSS=2.68, Synergy_ZIP=5.11, Synergy_Bliss=12.1, Synergy_Loewe=-54.7, Synergy_HSA=1.13. Drug 1: CC1=C(C=C(C=C1)NC(=O)C2=CC=C(C=C2)CN3CCN(CC3)C)NC4=NC=CC(=N4)C5=CN=CC=C5. Drug 2: C1C(C(OC1N2C=NC(=NC2=O)N)CO)O. (5) Drug 1: C1CN1P(=S)(N2CC2)N3CC3. Drug 2: CS(=O)(=O)OCCCCOS(=O)(=O)C. Cell line: SK-OV-3. Synergy scores: CSS=1.69, Synergy_ZIP=0.406, Synergy_Bliss=2.18, Synergy_Loewe=1.24, Synergy_HSA=1.40. (6) Drug 1: C1=CC=C(C(=C1)C(C2=CC=C(C=C2)Cl)C(Cl)Cl)Cl. Drug 2: CC12CCC3C(C1CCC2O)C(CC4=C3C=CC(=C4)O)CCCCCCCCCS(=O)CCCC(C(F)(F)F)(F)F. Cell line: A498. Synergy scores: CSS=1.75, Synergy_ZIP=-1.51, Synergy_Bliss=-1.27, Synergy_Loewe=-3.50, Synergy_HSA=-1.67. (7) Drug 1: CC1=C(C=C(C=C1)C(=O)NC2=CC(=CC(=C2)C(F)(F)F)N3C=C(N=C3)C)NC4=NC=CC(=N4)C5=CN=CC=C5. Drug 2: C1=CC=C(C(=C1)C(C2=CC=C(C=C2)Cl)C(Cl)Cl)Cl. Cell line: OVCAR-5. Synergy scores: CSS=-1.21, Synergy_ZIP=0.832, Synergy_Bliss=0.0484, Synergy_Loewe=-2.08, Synergy_HSA=-2.29.